From a dataset of Forward reaction prediction with 1.9M reactions from USPTO patents (1976-2016). Predict the product of the given reaction. (1) Given the reactants Br[C:2]1[CH:7]=[CH:6][C:5]([NH:8][C:9](=[O:25])[O:10][C@@H:11]2[C@@H:16]([O:17][CH3:18])[C@@H:15]([O:19][CH2:20][CH3:21])[C@H:14]([O:22][CH3:23])[C@@H:13]([CH3:24])[O:12]2)=[CH:4][CH:3]=1.[B:26]1([B:26]2[O:30][C:29]([CH3:32])([CH3:31])[C:28]([CH3:34])([CH3:33])[O:27]2)[O:30][C:29]([CH3:32])([CH3:31])[C:28]([CH3:34])([CH3:33])[O:27]1.CC([O-])=O.[K+].N#N, predict the reaction product. The product is: [CH3:33][C:28]1([CH3:34])[C:29]([CH3:32])([CH3:31])[O:30][B:26]([C:2]2[CH:7]=[CH:6][C:5]([NH:8][C:9](=[O:25])[O:10][C@@H:11]3[C@@H:16]([O:17][CH3:18])[C@@H:15]([O:19][CH2:20][CH3:21])[C@H:14]([O:22][CH3:23])[C@@H:13]([CH3:24])[O:12]3)=[CH:4][CH:3]=2)[O:27]1. (2) Given the reactants Cl[C:2]1[C:3]([C:8]#[N:9])=[N:4][CH:5]=[CH:6][N:7]=1.C(=O)([O-])[O-].[Na+].[Na+].[CH2:16]([O:18][C:19](=[O:22])[CH2:20][SH:21])[CH3:17], predict the reaction product. The product is: [NH2:9][C:8]1[C:3]2[C:2](=[N:7][CH:6]=[CH:5][N:4]=2)[S:21][C:20]=1[C:19]([O:18][CH2:16][CH3:17])=[O:22].